This data is from Reaction yield outcomes from USPTO patents with 853,638 reactions. The task is: Predict the reaction yield, written as a fraction of the theoretical maximum amount of product (1.0 means a 100% yield; for example, 0.34 means a 34% yield). (1) The reactants are C[O:2][NH:3][S:4]([C:7]1[CH:12]=[CH:11][CH:10]=[CH:9][CH:8]=1)(=[O:6])=[O:5].B(Br)(Br)Br.CO.C1OC1C. The catalyst is ClCCl. The product is [OH:2][NH:3][S:4]([C:7]1[CH:12]=[CH:11][CH:10]=[CH:9][CH:8]=1)(=[O:5])=[O:6]. The yield is 0.800. (2) The reactants are [C:1]([C:3]1([OH:9])[CH2:8][CH2:7][CH2:6][CH2:5][CH2:4]1)#[CH:2].C[OH:11]. The catalyst is O. The product is [C:1]([C:3]1([OH:9])[CH2:8][CH2:7][CH2:6][CH2:5][CH2:4]1)(=[O:11])[CH3:2]. The yield is 0.450.